From a dataset of NCI-60 drug combinations with 297,098 pairs across 59 cell lines. Regression. Given two drug SMILES strings and cell line genomic features, predict the synergy score measuring deviation from expected non-interaction effect. (1) Drug 1: CC(C1=C(C=CC(=C1Cl)F)Cl)OC2=C(N=CC(=C2)C3=CN(N=C3)C4CCNCC4)N. Drug 2: C1CN1P(=S)(N2CC2)N3CC3. Cell line: SK-MEL-5. Synergy scores: CSS=4.31, Synergy_ZIP=-2.27, Synergy_Bliss=-5.15, Synergy_Loewe=-10.7, Synergy_HSA=-10.1. (2) Cell line: MOLT-4. Drug 2: CN(CC1=CN=C2C(=N1)C(=NC(=N2)N)N)C3=CC=C(C=C3)C(=O)NC(CCC(=O)O)C(=O)O. Synergy scores: CSS=78.7, Synergy_ZIP=5.94, Synergy_Bliss=7.01, Synergy_Loewe=3.39, Synergy_HSA=8.48. Drug 1: C1=C(C(=O)NC(=O)N1)N(CCCl)CCCl.